Dataset: Full USPTO retrosynthesis dataset with 1.9M reactions from patents (1976-2016). Task: Predict the reactants needed to synthesize the given product. (1) Given the product [Br:1][C:2]1[CH:12]=[CH:11][C:5]([C:6]([O:8][CH2:9][CH3:10])=[O:7])=[C:4]([CH2:6][C:5]([CH3:11])=[CH2:4])[C:3]=1[OH:13], predict the reactants needed to synthesize it. The reactants are: [Br:1][C:2]1[CH:12]=[CH:11][C:5]([C:6]([O:8][CH2:9][CH3:10])=[O:7])=[CH:4][C:3]=1[O:13]CC(C)=C. (2) Given the product [C:1]([O:5][C:6](=[O:26])[C:7]1[CH:12]=[CH:11][C:10]([CH2:13][N:14]2[N:23]=[CH:22][C:21]3[C:16](=[CH:17][C:18]([C:42]#[C:41][CH2:40][C:34]4[CH:39]=[CH:38][CH:37]=[CH:36][CH:35]=4)=[CH:19][CH:20]=3)[C:15]2=[O:25])=[CH:9][CH:8]=1)([CH3:4])([CH3:3])[CH3:2], predict the reactants needed to synthesize it. The reactants are: [C:1]([O:5][C:6](=[O:26])[C:7]1[CH:12]=[CH:11][C:10]([CH2:13][N:14]2[N:23]=[CH:22][C:21]3[C:16](=[CH:17][C:18](Br)=[CH:19][CH:20]=3)[C:15]2=[O:25])=[CH:9][CH:8]=1)([CH3:4])([CH3:3])[CH3:2].C(N(CC)CC)C.[C:34]1([CH2:40][C:41]#[CH:42])[CH:39]=[CH:38][CH:37]=[CH:36][CH:35]=1. (3) Given the product [Cl:19][C:18]1[CH:17]=[C:16]([S:20]([NH:1][C:2]2[CH:11]=[CH:10][C:5]([C:6]([O:8][CH3:9])=[O:7])=[C:4]([OH:12])[CH:3]=2)(=[O:22])=[O:21])[S:15][C:14]=1[Cl:13], predict the reactants needed to synthesize it. The reactants are: [NH2:1][C:2]1[CH:3]=[C:4]([OH:12])[C:5](=[CH:10][CH:11]=1)[C:6]([O:8][CH3:9])=[O:7].[Cl:13][C:14]1[S:15][C:16]([S:20](Cl)(=[O:22])=[O:21])=[CH:17][C:18]=1[Cl:19]. (4) Given the product [CH:15]1([NH:14][C:4]2[N:3]=[C:2]([N:28]3[CH2:29][CH2:30][CH:25]([C:22]4[CH:21]=[CH:20][C:19]([F:18])=[CH:24][CH:23]=4)[CH2:26][CH2:27]3)[C:7]([C:8]#[N:9])=[C:6]([NH:10][CH2:11][CH2:12][OH:13])[N:5]=2)[CH2:17][CH2:16]1, predict the reactants needed to synthesize it. The reactants are: Cl[C:2]1[C:7]([C:8]#[N:9])=[C:6]([NH:10][CH2:11][CH2:12][OH:13])[N:5]=[C:4]([NH:14][CH:15]2[CH2:17][CH2:16]2)[N:3]=1.[F:18][C:19]1[CH:24]=[CH:23][C:22]([CH:25]2[CH2:30][CH2:29][NH:28][CH2:27][CH2:26]2)=[CH:21][CH:20]=1.C(N(C(C)C)C(C)C)C.